From a dataset of Catalyst prediction with 721,799 reactions and 888 catalyst types from USPTO. Predict which catalyst facilitates the given reaction. (1) Reactant: C[O:2][C:3](=[O:35])[CH2:4][C:5]1[CH:10]=[CH:9][CH:8]=[C:7]([S:11]([C:14]2[CH:19]=[CH:18][C:17]([O:20][CH2:21][CH2:22][C:23]3[N:24]=[C:25]([C:29]4[CH:34]=[CH:33][CH:32]=[CH:31][CH:30]=4)[O:26][C:27]=3[CH3:28])=[CH:16][CH:15]=2)(=[O:13])=[O:12])[CH:6]=1.[OH-].[K+].O1CCCC1.Cl. Product: [CH3:28][C:27]1[O:26][C:25]([C:29]2[CH:34]=[CH:33][CH:32]=[CH:31][CH:30]=2)=[N:24][C:23]=1[CH2:22][CH2:21][O:20][C:17]1[CH:18]=[CH:19][C:14]([S:11]([C:7]2[CH:6]=[C:5]([CH2:4][C:3]([OH:35])=[O:2])[CH:10]=[CH:9][CH:8]=2)(=[O:13])=[O:12])=[CH:15][CH:16]=1. The catalyst class is: 13. (2) Reactant: [C:1]([OH:10])(=[O:9])[CH2:2][CH2:3][CH2:4][CH2:5][C:6]([OH:8])=[O:7].[CH2:11](O)[CH2:12][CH2:13][CH2:14][CH2:15][CH2:16][CH2:17][CH2:18][CH2:19][CH2:20][CH2:21][CH2:22][CH2:23][CH2:24][CH2:25][CH2:26][CH2:27][CH3:28]. Product: [CH2:11]([C:5]([CH2:28][CH2:27][CH2:26][CH2:25][CH2:24][CH2:23][CH2:22][CH2:21][CH2:20][CH2:19][CH2:18][CH2:17][CH2:16][CH2:15][CH2:14][CH2:13][CH2:12][CH3:11])([CH2:4][CH2:3][CH2:2][C:1]([OH:10])=[O:9])[C:6]([OH:8])=[O:7])[CH2:12][CH2:13][CH2:14][CH2:15][CH2:16][CH2:17][CH2:18][CH2:19][CH2:20][CH2:21][CH2:22][CH2:23][CH2:24][CH2:25][CH2:26][CH2:27][CH3:28]. The catalyst class is: 6.